Task: Predict which catalyst facilitates the given reaction.. Dataset: Catalyst prediction with 721,799 reactions and 888 catalyst types from USPTO (1) Reactant: [CH3:1][O:2][C:3]1[C:8]([NH:9][C:10]([C:12]2[N:13]=[C:14]([O:17][C:18]3[CH:19]=[C:20]4[C:24](=[CH:25][C:26]=3[CH3:27])[CH2:23][CH2:22][C:21]4([CH3:29])[CH3:28])[S:15][CH:16]=2)=[O:11])=[C:7]([O:30][CH3:31])[N:6]=[C:5]([N:32]2[CH2:38][CH2:37][CH2:36][N:35](C(OC(C)(C)C)=O)[CH2:34][CH2:33]2)[N:4]=1.C(=O)([O-])O.[Na+]. Product: [N:32]1([C:5]2[N:6]=[C:7]([O:30][CH3:31])[C:8]([NH:9][C:10]([C:12]3[N:13]=[C:14]([O:17][C:18]4[CH:19]=[C:20]5[C:24](=[CH:25][C:26]=4[CH3:27])[CH2:23][CH2:22][C:21]5([CH3:29])[CH3:28])[S:15][CH:16]=3)=[O:11])=[C:3]([O:2][CH3:1])[N:4]=2)[CH2:38][CH2:37][CH2:36][NH:35][CH2:34][CH2:33]1. The catalyst class is: 330. (2) Reactant: [CH3:1][O:2][C:3]1[CH:4]=[C:5]([NH:11][C:12]2[N:17]=[C:16]([N:18]3[CH:22]=[CH:21][C:20]([C:23]([F:26])([F:25])[F:24])=[N:19]3)[C:15]([C:27]3[CH:28]=[C:29]([C:33]([OH:35])=O)[CH:30]=[N:31][CH:32]=3)=[CH:14][N:13]=2)[CH:6]=[C:7]([O:9][CH3:10])[CH:8]=1.CCN(CC)CC.CN(C(ON1N=NC2C=CC=CC1=2)=[N+](C)C)C.[B-](F)(F)(F)F.C1C=CC2N(O)N=NC=2C=1.Cl.[NH2:76][CH2:77][CH2:78][S:79]([CH3:82])(=[O:81])=[O:80]. Product: [CH3:1][O:2][C:3]1[CH:4]=[C:5]([NH:11][C:12]2[N:17]=[C:16]([N:18]3[CH:22]=[CH:21][C:20]([C:23]([F:25])([F:24])[F:26])=[N:19]3)[C:15]([C:27]3[CH:28]=[C:29]([C:33]([NH:76][CH2:77][CH2:78][S:79]([CH3:82])(=[O:81])=[O:80])=[O:35])[CH:30]=[N:31][CH:32]=3)=[CH:14][N:13]=2)[CH:6]=[C:7]([O:9][CH3:10])[CH:8]=1. The catalyst class is: 665. (3) Reactant: [Br:1][C:2]1[C:3]([N:19]([CH3:24])[S:20]([CH3:23])(=[O:22])=[O:21])=[CH:4][C:5]2[O:9][C:8]([C:10](Cl)=[N:11][OH:12])=[C:7]([C:14](=[O:17])[NH:15][CH3:16])[C:6]=2[CH:18]=1.[CH2:25]([O:27][CH:28]=[CH:29][CH3:30])[CH3:26].C([O-])(O)=O.[Na+]. Product: [Br:1][C:2]1[C:3]([N:19]([CH3:24])[S:20]([CH3:23])(=[O:22])=[O:21])=[CH:4][C:5]2[O:9][C:8]([C:10]3[CH:29]([CH3:30])[CH:28]([O:27][CH2:25][CH3:26])[O:12][N:11]=3)=[C:7]([C:14]([NH:15][CH3:16])=[O:17])[C:6]=2[CH:18]=1. The catalyst class is: 3. (4) Reactant: [NH2:1][CH2:2][CH2:3][CH2:4][CH2:5][CH2:6][C:7]([N:9]([CH3:34])[CH2:10][CH2:11][N:12]1[CH2:17][CH2:16][CH:15]([N:18]([C:22]2[CH:27]=[CH:26][CH:25]=[CH:24][C:23]=2[C:28]2[CH:33]=[CH:32][CH:31]=[CH:30][CH:29]=2)[C:19](=[O:21])[O-:20])[CH2:14][CH2:13]1)=[O:8].[F:35][C:36]([F:98])([F:97])[C:37]1[CH:38]=[C:39]([CH:90]=[C:91]([C:93]([F:96])([F:95])[F:94])[CH:92]=1)[C:40]([N:42]1[CH2:46][C@@:45]([CH2:54][CH2:55][N:56]2[CH2:61][CH2:60][C:59]3([C:69]4[C:64](=[CH:65][CH:66]=[CH:67][CH:68]=4)[CH2:63][C@@H:62]3[O:70][CH2:71][C:72]([N:74]([CH3:89])[CH2:75][CH2:76][CH2:77][N:78]([CH3:88])[C:79]([C:81]3[S:82][C:83]([CH:86]=O)=[CH:84][CH:85]=3)=[O:80])=[O:73])[CH2:58][CH2:57]2)([C:47]2[CH:52]=[CH:51][C:50]([F:53])=[CH:49][CH:48]=2)[O:44][CH2:43]1)=[O:41].C1(C)C=CC=CC=1.[C:106]([O:109][BH-](OC(=O)C)OC(=O)C)(=[O:108])[CH3:107].[Na+]. Product: [C:106]([O-:109])(=[O:108])[CH3:107].[NH4+:1].[F:95][C:93]([F:94])([F:96])[C:91]1[CH:90]=[C:39]([CH:38]=[C:37]([C:36]([F:35])([F:98])[F:97])[CH:92]=1)[C:40]([N:42]1[CH2:46][C@@:45]([CH2:54][CH2:55][N:56]2[CH2:57][CH2:58][C:59]3([C:69]4[C:64](=[CH:65][CH:66]=[CH:67][CH:68]=4)[CH2:63][C@@H:62]3[O:70][CH2:71][C:72]([N:74]([CH3:89])[CH2:75][CH2:76][CH2:77][N:78]([CH3:88])[C:79]([C:81]3[S:82][C:83]([CH2:86][NH:1][CH2:2][CH2:3][CH2:4][CH2:5][CH2:6][C:7]([N:9]([CH3:34])[CH2:10][CH2:11][N:12]4[CH2:13][CH2:14][CH:15]([N:18]([C:22]5[CH:27]=[CH:26][CH:25]=[CH:24][C:23]=5[C:28]5[CH:29]=[CH:30][CH:31]=[CH:32][CH:33]=5)[C:19](=[O:20])[O-:21])[CH2:16][CH2:17]4)=[O:8])=[CH:84][CH:85]=3)=[O:80])=[O:73])[CH2:60][CH2:61]2)([C:47]2[CH:48]=[CH:49][C:50]([F:53])=[CH:51][CH:52]=2)[O:44][CH2:43]1)=[O:41]. The catalyst class is: 5. (5) Reactant: [C:1]([CH2:3][C:4]([OH:6])=[O:5])#[N:2].[C:7](Cl)(=O)C(Cl)=O.[F:13][C:14](=[CH:17][CH2:18]C)[CH2:15]O.C(N(CC)CC)C. Product: [C:1]([CH2:3][C:4]([O:6][CH2:15][C:14]([F:13])=[C:17]([CH3:18])[CH3:7])=[O:5])#[N:2]. The catalyst class is: 59.